Dataset: Reaction yield outcomes from USPTO patents with 853,638 reactions. Task: Predict the reaction yield, written as a fraction of the theoretical maximum amount of product (1.0 means a 100% yield; for example, 0.34 means a 34% yield). The reactants are [CH2:1]([N:3]1[C:11]2[C:6](=[CH:7][CH:8]=[CH:9][C:10]=2[F:12])[CH2:5][C:4]1=[O:13])[CH3:2].[N+:14]([O-])([O-:16])=[O:15].[Na+]. The catalyst is FC(F)(F)C(O)=O. The product is [CH2:1]([N:3]1[C:11]2[C:6](=[CH:7][C:8]([N+:14]([O-:16])=[O:15])=[CH:9][C:10]=2[F:12])[CH2:5][C:4]1=[O:13])[CH3:2]. The yield is 0.900.